Dataset: Full USPTO retrosynthesis dataset with 1.9M reactions from patents (1976-2016). Task: Predict the reactants needed to synthesize the given product. Given the product [N:30]1[CH:31]=[CH:32][C:27]([N:11]2[CH2:12][CH2:13][C:9]3([CH2:5][N:6]([C:14]([O:16][C:23]([CH3:25])([CH3:33])[CH3:24])=[O:15])[CH2:7][CH2:8]3)[CH2:10]2)=[CH:28][CH:29]=1, predict the reactants needed to synthesize it. The reactants are: C([CH:5]1[C:9]2([CH2:13][CH2:12][NH:11][CH2:10]2)[CH2:8][CH2:7][N:6]1[C:14]([OH:16])=[O:15])(C)(C)C.C(N([CH:23]([CH3:25])[CH3:24])C(C)C)C.Cl[C:27]1[CH:32]=[CH:31][N:30]=[CH:29][CH:28]=1.[C:33](=O)(O)[O-].[Na+].